From a dataset of Full USPTO retrosynthesis dataset with 1.9M reactions from patents (1976-2016). Predict the reactants needed to synthesize the given product. (1) Given the product [NH2:32][C:18]1[N:19]=[C:20]([C:22]2[CH:31]=[C:30]3[C:25]([CH2:26][CH2:27][N:28]([C:40](=[O:41])[CH2:39][C:35]4([C:33]#[N:34])[CH2:38][CH2:37][CH2:36]4)[CH2:29]3)=[CH:24][CH:23]=2)[CH:21]=[C:16]([N:13]2[CH2:12][CH2:11][N:10]([CH3:9])[CH2:15][CH2:14]2)[N:17]=1, predict the reactants needed to synthesize it. The reactants are: C(N(CC)CC)C.Cl.[CH3:9][N:10]1[CH2:15][CH2:14][N:13]([C:16]2[CH:21]=[C:20]([C:22]3[CH:31]=[C:30]4[C:25]([CH2:26][CH2:27][NH:28][CH2:29]4)=[CH:24][CH:23]=3)[N:19]=[C:18]([NH2:32])[N:17]=2)[CH2:12][CH2:11]1.[C:33]([C:35]1([CH2:39][C:40](O)=[O:41])[CH2:38][CH2:37][CH2:36]1)#[N:34].F[P-](F)(F)(F)(F)F.N1(O[P+](N(C)C)(N(C)C)N(C)C)C2C=CC=CC=2N=N1. (2) Given the product [NH2:7][C@H:8]([C:11]1[N:20]([C:21]2[CH:22]=[CH:23][CH:24]=[CH:25][CH:26]=2)[C:19](=[O:27])[C:18]2[C:13](=[CH:14][CH:15]=[CH:16][C:17]=2[F:28])[N:12]=1)[CH2:9][CH3:10], predict the reactants needed to synthesize it. The reactants are: C(OC(=O)[NH:7][C@H:8]([C:11]1[N:20]([C:21]2[CH:26]=[CH:25][CH:24]=[CH:23][CH:22]=2)[C:19](=[O:27])[C:18]2[C:13](=[CH:14][CH:15]=[CH:16][C:17]=2[F:28])[N:12]=1)[CH2:9][CH3:10])(C)(C)C.FC(F)(F)C(O)=O. (3) The reactants are: [CH3:1][C:2]1[C:7]([CH2:8][S@:9]([C:11]2[NH:19][C:18]3[C:13](=[CH:14][CH:15]=[CH:16][CH:17]=3)[N:12]=2)=[O:10])=[N:6][CH:5]=[CH:4][C:3]=1[O:20][CH2:21][C:22]([F:25])([F:24])[F:23].[CH3:1][C:2]1[C:7]([CH2:8][S@:9]([C:11]2[NH:12][C:13]3[C:18](=[CH:17][CH:16]=[CH:15][CH:14]=3)[N:19]=2)=[O:10])=[N:6][CH:5]=[CH:4][C:3]=1[O:20][CH2:21][C:22]([F:25])([F:23])[F:24].O.O.O.C(O)(C)C. Given the product [CH3:1][C:2]1[C:3]([O:20][CH2:21][C:22]([F:25])([F:23])[F:24])=[CH:4][CH:5]=[N:6][C:7]=1[CH2:8][S+:9]([O-:10])[C:11]1[NH:19][C:18]2[CH:17]=[CH:16][CH:15]=[CH:14][C:13]=2[N:12]=1, predict the reactants needed to synthesize it. (4) Given the product [CH2:1]([O:8][C:9]1[CH:10]=[CH:11][C:12]([O:15][CH2:17][CH:18]2[CH2:20][O:19]2)=[CH:13][CH:14]=1)[C:2]1[CH:3]=[CH:4][CH:5]=[CH:6][CH:7]=1, predict the reactants needed to synthesize it. The reactants are: [CH2:1]([O:8][C:9]1[CH:14]=[CH:13][C:12]([OH:15])=[CH:11][CH:10]=1)[C:2]1[CH:7]=[CH:6][CH:5]=[CH:4][CH:3]=1.Br[CH2:17][CH:18]1[CH2:20][O:19]1. (5) Given the product [NH:3]1[C:11]2[C:6](=[CH:7][CH:8]=[CH:9][CH:10]=2)[C:5]([CH:12]2[CH2:17][CH2:16][CH:15]([NH:18][CH:19]([CH:23]3[CH2:24][CH2:25][N:26]([C:34](=[O:35])/[CH:33]=[CH:32]/[C:31]4[CH:37]=[CH:38][CH:39]=[CH:40][C:30]=4[F:29])[CH2:27][CH2:28]3)[C:20]([NH2:22])=[O:21])[CH2:14][CH2:13]2)=[CH:4]1, predict the reactants needed to synthesize it. The reactants are: Cl.Cl.[NH:3]1[C:11]2[C:6](=[CH:7][CH:8]=[CH:9][CH:10]=2)[C:5]([CH:12]2[CH2:17][CH2:16][CH:15]([NH:18][CH:19]([CH:23]3[CH2:28][CH2:27][NH:26][CH2:25][CH2:24]3)[C:20]([NH2:22])=[O:21])[CH2:14][CH2:13]2)=[CH:4]1.[F:29][C:30]1[CH:40]=[CH:39][CH:38]=[CH:37][C:31]=1/[CH:32]=[CH:33]/[C:34](O)=[O:35].